This data is from Full USPTO retrosynthesis dataset with 1.9M reactions from patents (1976-2016). The task is: Predict the reactants needed to synthesize the given product. (1) Given the product [C:2]([C:5]1[N:6]=[C:7]([N:10]2[CH2:13][CH:12]([S:14][C:15]3[C@H:16]([CH3:29])[C@@H:17]4[C@@H:24]([C@H:25]([OH:27])[CH3:26])[C:23](=[O:28])[N:18]4[C:19]=3[C:20]([O:22][CH2:30][CH3:31])=[O:21])[CH2:11]2)[S:8][CH:9]=1)(=[O:4])[NH2:3], predict the reactants needed to synthesize it. The reactants are: [Na+].[C:2]([C:5]1[N:6]=[C:7]([N:10]2[CH2:13][CH:12]([S:14][C:15]3[C@H:16]([CH3:29])[C@@H:17]4[C@@H:24]([C@H:25]([OH:27])[CH3:26])[C:23](=[O:28])[N:18]4[C:19]=3[C:20]([O-:22])=[O:21])[CH2:11]2)[S:8][CH:9]=1)(=[O:4])[NH2:3].[CH2:30](I)[CH3:31].C(OCC)(=O)C.C(OCC)C. (2) Given the product [NH2:1][C:2]1[C:11]2[CH:10]=[CH:9][C:8]([F:12])=[C:7]([C:23]3[CH:22]=[C:21]([F:20])[CH:26]=[CH:25][C:24]=3[O:30][CH3:31])[C:6]=2[N:5]=[C:4]2[CH2:14][N:15]([CH2:18][CH3:19])[C:16](=[O:17])[C:3]=12, predict the reactants needed to synthesize it. The reactants are: [NH2:1][C:2]1[C:11]2[CH:10]=[CH:9][C:8]([F:12])=[C:7](Br)[C:6]=2[N:5]=[C:4]2[CH2:14][N:15]([CH2:18][CH3:19])[C:16](=[O:17])[C:3]=12.[F:20][C:21]1[CH:22]=[CH:23][C:24]([O:30][CH3:31])=[C:25](B(O)O)[CH:26]=1.